Task: Predict which catalyst facilitates the given reaction.. Dataset: Catalyst prediction with 721,799 reactions and 888 catalyst types from USPTO (1) Reactant: S(O)(O)(=O)=O.[NH2:6][OH:7].[C:8]1(=O)[C@@H:16]2[C@@H:11]([CH2:12][CH:13]=[CH:14][CH2:15]2)[C:10](=[O:17])[O:9]1.[OH-].[Na+]. Product: [OH:7][N:6]1[C:8](=[O:9])[C@H:16]2[C@H:11]([CH2:12][CH:13]=[CH:14][CH2:15]2)[C:10]1=[O:17]. The catalyst class is: 6. (2) Reactant: [OH:1][CH2:2][CH2:3][N:4]1[CH2:8][C@H:7]([CH:9]([CH3:11])[CH3:10])[N:6]([C:12]2[CH:17]=[CH:16][N:15]3[N:18]=[CH:19][C:20]([C:21]4[CH:26]=[CH:25][C:24]([C:27]5[N:31]=[CH:30][N:29]([CH2:32][O:33][CH2:34][CH2:35][Si:36]([CH3:39])([CH3:38])[CH3:37])[N:28]=5)=[CH:23][CH:22]=4)=[C:14]3[N:13]=2)[C:5]1=[O:40].[CH3:41][C:42]1[CH:47]=[CH:46][C:45]([S:48](Cl)(=[O:50])=[O:49])=[CH:44][CH:43]=1. Product: [CH3:41][C:42]1[CH:47]=[CH:46][C:45]([S:48]([O:1][CH2:2][CH2:3][N:4]2[CH2:8][C@H:7]([CH:9]([CH3:11])[CH3:10])[N:6]([C:12]3[CH:17]=[CH:16][N:15]4[N:18]=[CH:19][C:20]([C:21]5[CH:22]=[CH:23][C:24]([C:27]6[N:31]=[CH:30][N:29]([CH2:32][O:33][CH2:34][CH2:35][Si:36]([CH3:37])([CH3:39])[CH3:38])[N:28]=6)=[CH:25][CH:26]=5)=[C:14]4[N:13]=3)[C:5]2=[O:40])(=[O:50])=[O:49])=[CH:44][CH:43]=1. The catalyst class is: 17. (3) Reactant: [CH:1]1([C:4]2[C:5]([O:15][C@@H:16]3[CH2:21][CH2:20][CH2:19][N:18]([CH:22]([C:26]4[CH:31]=[C:30]([Cl:32])[CH:29]=[C:28]([Cl:33])[CH:27]=4)[CH2:23][O:24][CH3:25])[CH2:17]3)=[CH:6][C:7]([F:14])=[C:8]([CH:13]=2)[C:9]([O:11]C)=[O:10])[CH2:3][CH2:2]1.[OH-].[Li+]. Product: [ClH:32].[CH:1]1([C:4]2[C:5]([O:15][C@@H:16]3[CH2:21][CH2:20][CH2:19][N:18]([C@H:22]([C:26]4[CH:31]=[C:30]([Cl:32])[CH:29]=[C:28]([Cl:33])[CH:27]=4)[CH2:23][O:24][CH3:25])[CH2:17]3)=[CH:6][C:7]([F:14])=[C:8]([CH:13]=2)[C:9]([OH:11])=[O:10])[CH2:3][CH2:2]1. The catalyst class is: 16. (4) Reactant: Cl[S:2]([C:5]1[C:6]([CH3:16])=[C:7]([C:11]([O:13][CH2:14][CH3:15])=[O:12])[NH:8][C:9]=1[CH3:10])(=[O:4])=[O:3].[NH:17]1[CH2:21][CH2:20][CH2:19][CH2:18]1. Product: [CH3:16][C:6]1[C:5]([S:2]([N:17]2[CH2:21][CH2:20][CH2:19][CH2:18]2)(=[O:4])=[O:3])=[C:9]([CH3:10])[NH:8][C:7]=1[C:11]([O:13][CH2:14][CH3:15])=[O:12]. The catalyst class is: 4. (5) Reactant: [CH3:1][CH:2]([CH2:4][CH2:5][CH2:6][C@H:7]([C@@H:9]1[C@:26]2([CH3:27])[C@H:12]([C@H:13]3[C@H:23]([CH2:24][CH2:25]2)[C@:21]2([CH3:22])[C:16]([CH2:17][C@@H:18]([O:28][CH2:29][CH2:30][CH2:31][CH2:32][CH2:33][CH2:34][CH2:35][CH2:36][CH2:37][CH:38]=[O:39])[CH2:19][CH2:20]2)=[CH:15][CH2:14]3)[CH2:11][CH2:10]1)[CH3:8])[CH3:3].[O:40]1CCO[CH:41]1[CH2:45][Mg]Br.C(OC)(OC)OC.CC1C=CC(S([O-])(=O)=O)=CC=1.C1C=C[NH+]=CC=1.Cl. Product: [CH3:3][CH:2]([CH2:4][CH2:5][CH2:6][C@H:7]([C@@H:9]1[C@:26]2([CH3:27])[C@H:12]([C@H:13]3[C@H:23]([CH2:24][CH2:25]2)[C@:21]2([CH3:22])[C:16]([CH2:17][C@@H:18]([O:28][CH2:29][CH2:30][CH2:31][CH2:32][CH2:33][CH2:34][CH2:35][CH2:36][CH2:37][CH:38]([OH:39])[CH2:45][CH:41]=[O:40])[CH2:19][CH2:20]2)=[CH:15][CH2:14]3)[CH2:11][CH2:10]1)[CH3:8])[CH3:1]. The catalyst class is: 278.